Dataset: NCI-60 drug combinations with 297,098 pairs across 59 cell lines. Task: Regression. Given two drug SMILES strings and cell line genomic features, predict the synergy score measuring deviation from expected non-interaction effect. (1) Drug 1: C1CC(=O)NC(=O)C1N2CC3=C(C2=O)C=CC=C3N. Drug 2: C1=NC(=NC(=O)N1C2C(C(C(O2)CO)O)O)N. Cell line: MCF7. Synergy scores: CSS=5.49, Synergy_ZIP=-1.19, Synergy_Bliss=2.33, Synergy_Loewe=1.83, Synergy_HSA=2.79. (2) Drug 1: CC1C(C(=O)NC(C(=O)N2CCCC2C(=O)N(CC(=O)N(C(C(=O)O1)C(C)C)C)C)C(C)C)NC(=O)C3=C4C(=C(C=C3)C)OC5=C(C(=O)C(=C(C5=N4)C(=O)NC6C(OC(=O)C(N(C(=O)CN(C(=O)C7CCCN7C(=O)C(NC6=O)C(C)C)C)C)C(C)C)C)N)C. Drug 2: C1CCC(C(C1)N)N.C(=O)(C(=O)[O-])[O-].[Pt+4]. Cell line: MDA-MB-231. Synergy scores: CSS=18.4, Synergy_ZIP=-2.69, Synergy_Bliss=-8.31, Synergy_Loewe=-2.50, Synergy_HSA=-1.06. (3) Drug 1: CC12CCC3C(C1CCC2=O)CC(=C)C4=CC(=O)C=CC34C. Drug 2: CN1C(=O)N2C=NC(=C2N=N1)C(=O)N. Cell line: 786-0. Synergy scores: CSS=35.2, Synergy_ZIP=1.16, Synergy_Bliss=1.04, Synergy_Loewe=0.647, Synergy_HSA=0.400. (4) Drug 1: C1CN(CCN1C(=O)CCBr)C(=O)CCBr. Drug 2: C1CCC(C(C1)N)N.C(=O)(C(=O)[O-])[O-].[Pt+4]. Cell line: 786-0. Synergy scores: CSS=31.1, Synergy_ZIP=-4.07, Synergy_Bliss=-0.368, Synergy_Loewe=-0.952, Synergy_HSA=2.10. (5) Drug 1: C1=C(C(=O)NC(=O)N1)F. Drug 2: C1CNP(=O)(OC1)N(CCCl)CCCl. Cell line: IGROV1. Synergy scores: CSS=39.0, Synergy_ZIP=14.4, Synergy_Bliss=13.8, Synergy_Loewe=-1.93, Synergy_HSA=11.8. (6) Cell line: TK-10. Drug 2: CCC1(C2=C(COC1=O)C(=O)N3CC4=CC5=C(C=CC(=C5CN(C)C)O)N=C4C3=C2)O.Cl. Synergy scores: CSS=20.9, Synergy_ZIP=-7.61, Synergy_Bliss=-4.59, Synergy_Loewe=-4.26, Synergy_HSA=-3.87. Drug 1: C1=CC(=CC=C1CCCC(=O)O)N(CCCl)CCCl. (7) Drug 1: C1=NC2=C(N=C(N=C2N1C3C(C(C(O3)CO)O)O)F)N. Drug 2: CC(C)(C#N)C1=CC(=CC(=C1)CN2C=NC=N2)C(C)(C)C#N. Cell line: SF-268. Synergy scores: CSS=1.05, Synergy_ZIP=-0.716, Synergy_Bliss=-1.05, Synergy_Loewe=-2.69, Synergy_HSA=-2.48.